This data is from Reaction yield outcomes from USPTO patents with 853,638 reactions. The task is: Predict the reaction yield, written as a fraction of the theoretical maximum amount of product (1.0 means a 100% yield; for example, 0.34 means a 34% yield). (1) The reactants are [C:1]1([CH3:11])[CH:6]=[CH:5][C:4]([S:7]([OH:10])(=[O:9])=[O:8])=[CH:3][CH:2]=1.[C:12]([N:15]1[CH2:20][CH2:19][N:18]([CH2:21][CH2:22][O:23][C:24]2[CH:29]=[CH:28][C:27]([CH:30]3[CH2:35][CH2:34][N:33]([C:36]4[CH2:37][CH2:38][C:39]5[N:40]([C:42]([C:45]([F:48])([F:47])[F:46])=[N:43][N:44]=5)[N:41]=4)[CH2:32][CH2:31]3)=[CH:26][CH:25]=2)[CH2:17][CH2:16]1)(=[O:14])[CH3:13].C(OC(=O)C)C. The catalyst is CO. The product is [S:7]([C:4]1[CH:5]=[CH:6][C:1]([CH3:11])=[CH:2][CH:3]=1)([OH:10])(=[O:9])=[O:8].[S:7]([C:4]1[CH:5]=[CH:6][C:1]([CH3:11])=[CH:2][CH:3]=1)([OH:10])(=[O:9])=[O:8].[C:12]([N:15]1[CH2:16][CH2:17][N:18]([CH2:21][CH2:22][O:23][C:24]2[CH:25]=[CH:26][C:27]([CH:30]3[CH2:31][CH2:32][N:33]([C:36]4[CH2:37][CH2:38][C:39]5[N:40]([C:42]([C:45]([F:46])([F:47])[F:48])=[N:43][N:44]=5)[N:41]=4)[CH2:34][CH2:35]3)=[CH:28][CH:29]=2)[CH2:19][CH2:20]1)(=[O:14])[CH3:13]. The yield is 0.670. (2) The reactants are [Br:1][C:2]1[N:3]=[CH:4][NH:5][CH:6]=1.CN(C=O)C.[H-].[Na+].Cl[C:15]1[N:20]=[C:19]([N:21]2[CH2:26][CH2:25][O:24][CH2:23][CH2:22]2)[CH:18]=[CH:17][N:16]=1. The catalyst is O. The product is [Br:1][C:2]1[N:3]=[CH:4][N:5]([C:15]2[N:20]=[C:19]([N:21]3[CH2:26][CH2:25][O:24][CH2:23][CH2:22]3)[CH:18]=[CH:17][N:16]=2)[CH:6]=1. The yield is 0.944. (3) The reactants are C([O:4][CH2:5][CH2:6][NH:7][C:8](=[O:35])[C:9]1[CH:14]=[CH:13][C:12]([Cl:15])=[C:11]([N:16]([CH3:34])[C:17]([C:19]2[S:33][C:22]3[C:23]4[CH:31]=[CH:30][C:29](Br)=[CH:28][C:24]=4[O:25][CH2:26][CH2:27][C:21]=3[CH:20]=2)=[O:18])[CH:10]=1)(=O)C.CC1(C)C2[C:58](=C(P(C3C=CC=CC=3)C3C=CC=CC=3)C=CC=2)[O:57]C2C(P(C3C=CC=CC=3)C3C=CC=CC=3)=CC=CC1=2.[CH3:78][NH2:79].Cl.C([O-])([O-])=O.[Na+].[Na+]. The catalyst is C1(C)C=CC=CC=1.CC([O-])=O.CC([O-])=O.[Pd+2]. The product is [Cl:15][C:12]1[CH:13]=[CH:14][C:9]([C:8](=[O:35])[NH:7][CH2:6][CH2:5][OH:4])=[CH:10][C:11]=1[N:16]([CH3:34])[C:17]([C:19]1[S:33][C:22]2[C:23]3[CH:31]=[CH:30][C:29]([C:58]([NH:79][CH3:78])=[O:57])=[CH:28][C:24]=3[O:25][CH2:26][CH2:27][C:21]=2[CH:20]=1)=[O:18]. The yield is 0.200. (4) The reactants are [CH2:1]([C:7]1[C:8]2[S:19][CH:18]=[CH:17][C:9]=2[S:10][C:11]=1[C:12]([O:14]CC)=[O:13])[CH2:2][CH2:3][CH2:4][CH2:5][CH3:6].[Li+].[OH-].C1COCC1.Cl. The catalyst is [I-].C([N+](CCCC)(CCCC)CCCC)CCC.CO. The product is [CH2:1]([C:7]1[C:8]2[S:19][CH:18]=[CH:17][C:9]=2[S:10][C:11]=1[C:12]([OH:14])=[O:13])[CH2:2][CH2:3][CH2:4][CH2:5][CH3:6]. The yield is 0.967. (5) The reactants are C(Cl)CCl.[NH2:5][C:6]1[N:11]=[CH:10][C:9](/[CH:12]=[CH:13]/[C:14]([OH:16])=O)=[CH:8][CH:7]=1.Cl.[CH3:18][C:19]1[C:27]2[C:22](=[CH:23][CH:24]=[CH:25][CH:26]=2)[CH2:21][C:20]=1[CH2:28][NH:29][CH3:30].C1C=CC2N(O)N=NC=2C=1.O.C(N(CC)CC)C. The catalyst is CN(C=O)C. The product is [NH2:5][C:6]1[N:11]=[CH:10][C:9](/[CH:12]=[CH:13]/[C:14]([N:29]([CH3:30])[CH2:28][C:20]2[CH2:21][C:22]3[C:27]([C:19]=2[CH3:18])=[CH:26][CH:25]=[CH:24][CH:23]=3)=[O:16])=[CH:8][CH:7]=1. The yield is 0.520. (6) The reactants are C([O:4][C@@H:5]1[C@H:14]([O:15]C(=O)C)[C@@H:13]([O:19]C(=O)C)[C@H:12]([CH3:23])[O:11][C@H:6]1[S:7][CH2:8][C:9]#[CH:10])(=O)C.CO.[Na]. No catalyst specified. The product is [S:7]([CH2:8][C:9]#[CH:10])[C@@H:6]1[O:11][C@@H:12]([CH3:23])[C@H:13]([OH:19])[C@@H:14]([OH:15])[C@H:5]1[OH:4]. The yield is 0.880. (7) The reactants are N1C=[CH:4][N:3]=[N:2]1.[CH2:6]([N:8](CC)CC)C.[CH3:13][N:14]([CH3:19])[S:15](Cl)(=[O:17])=[O:16]. The catalyst is C1(C)C=CC=CC=1. The product is [CH3:13][N:14]([CH3:19])[S:15]([N:3]1[CH:4]=[N:8][CH:6]=[N:2]1)(=[O:17])=[O:16]. The yield is 0.380. (8) The reactants are [OH:1][C@@H:2]([C:16]1[CH:21]=[CH:20][CH:19]=[CH:18][CH:17]=1)[C@@H:3]1[CH2:8][CH2:7][CH2:6][N:5]([C:9]([O:11][C:12]([CH3:15])([CH3:14])[CH3:13])=[O:10])[CH2:4]1.[H-].[Na+].CS(O[CH2:29][CH2:30][CH2:31][O:32][CH2:33][CH3:34])(=O)=O.O. The catalyst is C1COCC1. The product is [CH2:33]([O:32][CH2:31][CH2:30][CH2:29][O:1][C@@H:2]([C:16]1[CH:17]=[CH:18][CH:19]=[CH:20][CH:21]=1)[C@@H:3]1[CH2:8][CH2:7][CH2:6][N:5]([C:9]([O:11][C:12]([CH3:13])([CH3:14])[CH3:15])=[O:10])[CH2:4]1)[CH3:34]. The yield is 0.900. (9) The product is [CH:27]([N:18]1[CH2:17][CH:16]2[NH:11][CH:12]([CH2:13][O:14][CH2:15]2)[CH2:19]1)([CH3:29])[CH3:28]. The yield is 0.570. The catalyst is CN(C=O)C.CCOC(C)=O.CO.[Pd]. The reactants are C(OC([N:11]1[CH:16]2[CH2:17][NH:18][CH2:19][CH:12]1[CH2:13][O:14][CH2:15]2)=O)C1C=CC=CC=1.C([O-])([O-])=O.[K+].[K+].I[CH:27]([CH3:29])[CH3:28]. (10) The reactants are [O:1]1[CH2:5][CH2:4][O:3][CH:2]1[C:6]1[CH:11]=[C:10]([O:12][CH3:13])[N:9]=[CH:8][C:7]=1[O:14][CH2:15][C:16]1[C:17](C(=O)/C(/C)=C/N(C)C)=[N:18][CH:19]=[CH:20][CH:21]=1.Cl.[CH:31]([NH:34][NH2:35])([CH3:33])[CH3:32]. The catalyst is CCO. The product is [O:1]1[CH2:5][CH2:4][O:3][CH:2]1[C:6]1[C:7]([O:14][CH2:15][C:16]2[C:17]([C:2]3[N:34]([CH:31]([CH3:33])[CH3:32])[N:35]=[CH:7][C:6]=3[CH3:11])=[N:18][CH:19]=[CH:20][CH:21]=2)=[CH:8][N:9]=[C:10]([O:12][CH3:13])[CH:11]=1. The yield is 0.200.